This data is from Reaction yield outcomes from USPTO patents with 853,638 reactions. The task is: Predict the reaction yield, written as a fraction of the theoretical maximum amount of product (1.0 means a 100% yield; for example, 0.34 means a 34% yield). (1) The reactants are [CH3:1][O:2][C:3](=[O:13])[C:4]#[C:5][C:6]1[CH:11]=[CH:10][C:9]([F:12])=[CH:8][CH:7]=1.[C:14]([O:18][C:19]([N:21]1[C:30]2[C:25](=[CH:26][CH:27]=[C:28]([CH2:31][CH2:32][O:33][C:34]3[CH:35]=[C:36]4[C:40](=[CH:41][CH:42]=3)[NH:39][CH:38]=[CH:37]4)[N:29]=2)[CH2:24][CH2:23][CH2:22]1)=[O:20])([CH3:17])([CH3:16])[CH3:15]. No catalyst specified. The product is [C:14]([O:18][C:19]([N:21]1[C:30]2[C:25](=[CH:26][CH:27]=[C:28]([CH2:31][CH2:32][O:33][C:34]3[CH:35]=[C:36]4[C:40](=[CH:41][CH:42]=3)[N:39]([C:5]([C:6]3[CH:11]=[CH:10][C:9]([F:12])=[CH:8][CH:7]=3)=[CH:4][C:3]([O:2][CH3:1])=[O:13])[CH:38]=[CH:37]4)[N:29]=2)[CH2:24][CH2:23][CH2:22]1)=[O:20])([CH3:17])([CH3:15])[CH3:16]. The yield is 0.730. (2) The reactants are [F:1][C:2]1[CH:7]=[CH:6][CH:5]=[CH:4][C:3]=1[C:8]1[CH:13]=[CH:12][NH:11][C:10](=[O:14])[N:9]=1.[H-].[Na+].[C:17]([Si:21]([O:24][CH2:25][CH2:26][CH2:27][CH2:28]I)([CH3:23])[CH3:22])([CH3:20])([CH3:19])[CH3:18].O. The catalyst is CN(C=O)C. The product is [C:17]([Si:21]([CH3:22])([CH3:23])[O:24][CH2:25][CH2:26][CH2:27][CH2:28][N:11]1[CH:12]=[CH:13][C:8]([C:3]2[CH:4]=[CH:5][CH:6]=[CH:7][C:2]=2[F:1])=[N:9][C:10]1=[O:14])([CH3:20])([CH3:19])[CH3:18]. The yield is 0.500. (3) The yield is 0.714. No catalyst specified. The reactants are [Br:1][C:2]1[CH:3]=[C:4]([CH:8]([N:12]2[CH:16]=[C:15]([C:17]3[C:18]4[CH:25]=[CH:24][N:23](COCC[Si](C)(C)C)[C:19]=4[N:20]=[CH:21][N:22]=3)[CH:14]=[N:13]2)[CH2:9][C:10]#[N:11])[CH:5]=[N:6][CH:7]=1.C(Cl)Cl.C(O)(C(F)(F)F)=O.CO.C(N)CN. The product is [Br:1][C:2]1[CH:3]=[C:4]([CH:8]([N:12]2[CH:16]=[C:15]([C:17]3[C:18]4[CH:25]=[CH:24][NH:23][C:19]=4[N:20]=[CH:21][N:22]=3)[CH:14]=[N:13]2)[CH2:9][C:10]#[N:11])[CH:5]=[N:6][CH:7]=1.